Dataset: Full USPTO retrosynthesis dataset with 1.9M reactions from patents (1976-2016). Task: Predict the reactants needed to synthesize the given product. Given the product [ClH:25].[CH2:16]([O:15][C:14](=[O:23])[NH:13][C:10]1([C@H:7]([NH2:6])[CH2:8][CH3:9])[CH2:12][CH2:11]1)[C:17]1[CH:18]=[CH:19][CH:20]=[CH:21][CH:22]=1, predict the reactants needed to synthesize it. The reactants are: CC(C)([S@]([NH:6][C@@H:7]([C:10]1([NH:13][C:14](=[O:23])[O:15][CH2:16][C:17]2[CH:22]=[CH:21][CH:20]=[CH:19][CH:18]=2)[CH2:12][CH2:11]1)[CH2:8][CH3:9])=O)C.[ClH:25].